This data is from HIV replication inhibition screening data with 41,000+ compounds from the AIDS Antiviral Screen. The task is: Binary Classification. Given a drug SMILES string, predict its activity (active/inactive) in a high-throughput screening assay against a specified biological target. The drug is Cn1c(=O)cc(C=Nc2ccc(-c3ccccc3)cc2)c2ccccc21. The result is 0 (inactive).